Predict which catalyst facilitates the given reaction. From a dataset of Catalyst prediction with 721,799 reactions and 888 catalyst types from USPTO. (1) Reactant: Cl.C(OC([N:9]1[C@H:14]([CH2:15][NH:16][C:17](=[O:22])[C:18]([F:21])([F:20])[F:19])[C@@H:13]2[CH2:23][C@H:10]1[CH2:11][CH2:12]2)=O)(C)(C)C. Product: [C@H:10]12[CH2:23][C@H:13]([CH2:12][CH2:11]1)[C@@H:14]([CH2:15][NH:16][C:17](=[O:22])[C:18]([F:20])([F:21])[F:19])[NH:9]2. The catalyst class is: 12. (2) Reactant: [C:1]([C:5]1[CH:6]=[C:7]([CH:31]=[CH:32][CH:33]=1)[CH2:8][NH:9][C@@H:10]1[C@@H:15]([OH:16])[C@H:14]([CH2:17][C:18]2[CH:23]=[C:22]([F:24])[C:21]([N+:25]([O-:27])=[O:26])=[C:20](F)[CH:19]=2)[CH2:13][S:12](=[O:30])(=[O:29])[CH2:11]1)([CH3:4])([CH3:3])[CH3:2].[CH3:34][CH2:35][OH:36].[OH-].[K+]. Product: [C:1]([C:5]1[CH:6]=[C:7]([CH:31]=[CH:32][CH:33]=1)[CH2:8][NH:9][C@@H:10]1[C@@H:15]([OH:16])[C@H:14]([CH2:17][C:18]2[CH:23]=[C:22]([F:24])[C:21]([N+:25]([O-:27])=[O:26])=[C:20]([O:36][CH2:35][CH3:34])[CH:19]=2)[CH2:13][S:12](=[O:29])(=[O:30])[CH2:11]1)([CH3:3])([CH3:2])[CH3:4]. The catalyst class is: 1.